From a dataset of Forward reaction prediction with 1.9M reactions from USPTO patents (1976-2016). Predict the product of the given reaction. (1) Given the reactants [CH2:1]1[C:20]2[C:15](=[CH:16][C:17]([OH:22])=[C:18]([OH:21])[CH:19]=2)[C:4]2[CH:5]=[C:6]3[C:11](=[CH:12][N+:3]=2[CH2:2]1)[C:10]([OH:13])=[C:9]([OH:14])[CH:8]=[CH:7]3.[BH4-].[Na+].[ClH:25], predict the reaction product. The product is: [ClH:25].[C+:16]1[C:15]2[CH:4]3[CH2:5][C:6]4[CH:7]=[CH:8][C:9]([OH:14])=[C:10]([OH:13])[C:11]=4[CH2:12][N:3]3[CH2:2][CH2:1][C:20]=2[CH:19]=[C:18]([OH:21])[C:17]=1[OH:22]. (2) Given the reactants [OH:1][C:2]1[CH:7]=[CH:6][C:5]([NH:8][N:9]=[C:10]([CH3:16])[C:11]([O:13][CH2:14][CH3:15])=[O:12])=[C:4]([N+:17]([O-:19])=[O:18])[CH:3]=1.C(=O)([O-])[O-].[K+].[K+].CN(C)C=O.Br[CH2:32][CH2:33][CH2:34][O:35][CH3:36], predict the reaction product. The product is: [CH3:36][O:35][CH2:34][CH2:33][CH2:32][O:1][C:2]1[CH:7]=[CH:6][C:5]([NH:8][N:9]=[C:10]([CH3:16])[C:11]([O:13][CH2:14][CH3:15])=[O:12])=[C:4]([N+:17]([O-:19])=[O:18])[CH:3]=1.